Dataset: NCI-60 drug combinations with 297,098 pairs across 59 cell lines. Task: Regression. Given two drug SMILES strings and cell line genomic features, predict the synergy score measuring deviation from expected non-interaction effect. Cell line: SK-MEL-28. Synergy scores: CSS=29.0, Synergy_ZIP=-8.93, Synergy_Bliss=-9.11, Synergy_Loewe=-15.3, Synergy_HSA=-5.09. Drug 2: C1C(C(OC1N2C=C(C(=O)NC2=O)F)CO)O. Drug 1: CCCS(=O)(=O)NC1=C(C(=C(C=C1)F)C(=O)C2=CNC3=C2C=C(C=N3)C4=CC=C(C=C4)Cl)F.